Task: Regression/Classification. Given a drug SMILES string, predict its absorption, distribution, metabolism, or excretion properties. Task type varies by dataset: regression for continuous measurements (e.g., permeability, clearance, half-life) or binary classification for categorical outcomes (e.g., BBB penetration, CYP inhibition). Dataset: cyp1a2_veith.. Dataset: CYP1A2 inhibition data for predicting drug metabolism from PubChem BioAssay (1) The molecule is NC(=NCCC[C@H](N)C(=O)O)NO. The result is 0 (non-inhibitor). (2) The compound is CCN(CCO)C[C@H]1CCC[C@H]2CCCC[C@H]12.Cl. The result is 1 (inhibitor).